From a dataset of NCI-60 drug combinations with 297,098 pairs across 59 cell lines. Regression. Given two drug SMILES strings and cell line genomic features, predict the synergy score measuring deviation from expected non-interaction effect. (1) Drug 1: CC1=CC=C(C=C1)C2=CC(=NN2C3=CC=C(C=C3)S(=O)(=O)N)C(F)(F)F. Drug 2: C1=NC2=C(N=C(N=C2N1C3C(C(C(O3)CO)O)F)Cl)N. Cell line: SN12C. Synergy scores: CSS=19.8, Synergy_ZIP=-2.04, Synergy_Bliss=4.89, Synergy_Loewe=-29.6, Synergy_HSA=-1.76. (2) Drug 1: CCC1=CC2CC(C3=C(CN(C2)C1)C4=CC=CC=C4N3)(C5=C(C=C6C(=C5)C78CCN9C7C(C=CC9)(C(C(C8N6C)(C(=O)OC)O)OC(=O)C)CC)OC)C(=O)OC.C(C(C(=O)O)O)(C(=O)O)O. Drug 2: COC1=C2C(=CC3=C1OC=C3)C=CC(=O)O2. Cell line: NCI-H226. Synergy scores: CSS=14.5, Synergy_ZIP=2.66, Synergy_Bliss=3.40, Synergy_Loewe=-26.1, Synergy_HSA=1.07. (3) Drug 1: CC1=C(C(=CC=C1)Cl)NC(=O)C2=CN=C(S2)NC3=CC(=NC(=N3)C)N4CCN(CC4)CCO. Drug 2: C1C(C(OC1N2C=NC3=C2NC=NCC3O)CO)O. Cell line: SNB-75. Synergy scores: CSS=14.9, Synergy_ZIP=-2.98, Synergy_Bliss=-0.199, Synergy_Loewe=-10.1, Synergy_HSA=1.21. (4) Drug 1: CCCS(=O)(=O)NC1=C(C(=C(C=C1)F)C(=O)C2=CNC3=C2C=C(C=N3)C4=CC=C(C=C4)Cl)F. Drug 2: CC1=C(C=C(C=C1)NC(=O)C2=CC=C(C=C2)CN3CCN(CC3)C)NC4=NC=CC(=N4)C5=CN=CC=C5. Cell line: SN12C. Synergy scores: CSS=-3.57, Synergy_ZIP=5.99, Synergy_Bliss=3.95, Synergy_Loewe=-0.602, Synergy_HSA=-2.74. (5) Drug 1: C1C(C(OC1N2C=C(C(=O)NC2=O)F)CO)O. Drug 2: CC(C)NC(=O)C1=CC=C(C=C1)CNNC.Cl. Cell line: U251. Synergy scores: CSS=27.3, Synergy_ZIP=-8.27, Synergy_Bliss=-3.42, Synergy_Loewe=-73.3, Synergy_HSA=-4.26. (6) Drug 1: C1CCC(CC1)NC(=O)N(CCCl)N=O. Drug 2: CNC(=O)C1=NC=CC(=C1)OC2=CC=C(C=C2)NC(=O)NC3=CC(=C(C=C3)Cl)C(F)(F)F. Cell line: MDA-MB-231. Synergy scores: CSS=47.7, Synergy_ZIP=-6.69, Synergy_Bliss=-6.77, Synergy_Loewe=-26.1, Synergy_HSA=-3.80. (7) Drug 1: CC1C(C(=O)NC(C(=O)N2CCCC2C(=O)N(CC(=O)N(C(C(=O)O1)C(C)C)C)C)C(C)C)NC(=O)C3=C4C(=C(C=C3)C)OC5=C(C(=O)C(=C(C5=N4)C(=O)NC6C(OC(=O)C(N(C(=O)CN(C(=O)C7CCCN7C(=O)C(NC6=O)C(C)C)C)C)C(C)C)C)N)C. Drug 2: CCC1(CC2CC(C3=C(CCN(C2)C1)C4=CC=CC=C4N3)(C5=C(C=C6C(=C5)C78CCN9C7C(C=CC9)(C(C(C8N6C=O)(C(=O)OC)O)OC(=O)C)CC)OC)C(=O)OC)O.OS(=O)(=O)O. Cell line: UO-31. Synergy scores: CSS=0.878, Synergy_ZIP=-0.180, Synergy_Bliss=-0.191, Synergy_Loewe=-1.38, Synergy_HSA=-1.34.